Dataset: Forward reaction prediction with 1.9M reactions from USPTO patents (1976-2016). Task: Predict the product of the given reaction. (1) The product is: [CH2:8]([S:6][C:4]1[N:3]=[N:2][NH:1][CH:5]=1)[C:9]1[CH:14]=[CH:13][CH:12]=[CH:11][CH:10]=1. Given the reactants [NH:1]1[CH:5]=[C:4]([S-:6])[N:3]=[N:2]1.[Na+].[CH2:8](Br)[C:9]1[CH:14]=[CH:13][CH:12]=[CH:11][CH:10]=1, predict the reaction product. (2) Given the reactants [CH2:1]([O:8][C:9]1[CH:23]=[CH:22][C:12]([O:13][CH2:14][CH2:15][CH:16]2[CH2:21][CH2:20][NH:19][CH2:18][CH2:17]2)=[CH:11][CH:10]=1)[C:2]1[CH:7]=[CH:6][CH:5]=[CH:4][CH:3]=1.Br[C:25]1[CH:26]=[N:27][CH:28]=[C:29]([O:31][CH2:32][C@@H:33]2[CH2:37][CH2:36][CH2:35][N:34]2[C:38]([O:40][C:41]([CH3:44])([CH3:43])[CH3:42])=[O:39])[CH:30]=1.CC(C)([O-])C.[Na+].C1(P(C2C=CC=CC=2)C2C3OC4C(=CC=CC=4P(C4C=CC=CC=4)C4C=CC=CC=4)C(C)(C)C=3C=CC=2)C=CC=CC=1, predict the reaction product. The product is: [CH2:1]([O:8][C:9]1[CH:23]=[CH:22][C:12]([O:13][CH2:14][CH2:15][CH:16]2[CH2:21][CH2:20][N:19]([C:25]3[CH:26]=[N:27][CH:28]=[C:29]([O:31][CH2:32][C@@H:33]4[CH2:37][CH2:36][CH2:35][N:34]4[C:38]([O:40][C:41]([CH3:44])([CH3:43])[CH3:42])=[O:39])[CH:30]=3)[CH2:18][CH2:17]2)=[CH:11][CH:10]=1)[C:2]1[CH:3]=[CH:4][CH:5]=[CH:6][CH:7]=1. (3) The product is: [C:1]([NH:3][C:4]([N:12]1[CH2:17][CH2:16][CH2:15][C@H:14]([CH2:18][N:19]2[C:23]3[CH:24]=[CH:25][CH:26]=[CH:27][C:22]=3[N:21]=[C:20]2[CH2:28][N:29]([CH3:40])[C@@H:30]2[C:39]3[N:38]=[CH:37][CH:36]=[CH:35][C:34]=3[CH2:33][CH2:32][CH2:31]2)[CH2:13]1)=[N:44][CH2:41][CH2:42][CH3:43])#[N:2]. Given the reactants [C:1]([N:3]=[C:4]([N:12]1[CH2:17][CH2:16][CH2:15][C@H:14]([CH2:18][N:19]2[C:23]3[CH:24]=[CH:25][CH:26]=[CH:27][C:22]=3[N:21]=[C:20]2[CH2:28][N:29]([CH3:40])[C@@H:30]2[C:39]3[N:38]=[CH:37][CH:36]=[CH:35][C:34]=3[CH2:33][CH2:32][CH2:31]2)[CH2:13]1)OC1C=CC=CC=1)#[N:2].[CH2:41]([NH2:44])[CH2:42][CH3:43], predict the reaction product. (4) Given the reactants [Cl:1][C:2]1[CH:7]=[CH:6][C:5]([C@H:8]2[N:15]3[C:11]([S:12][C:13]([C:19]([N:21]4[C@H:28]([CH3:29])[CH2:27][CH2:26][C@H:22]4[C:23]([OH:25])=O)=[O:20])=[C:14]3[CH:16]([CH3:18])[CH3:17])=[N:10][C@:9]2([C:31]2[CH:36]=[CH:35][C:34]([Cl:37])=[CH:33][CH:32]=2)[CH3:30])=[CH:4][CH:3]=1.[F:38][C@@H:39]1[CH2:43][NH:42][CH2:41][C@H:40]1[NH:44][C:45](=[O:51])[O:46][C:47]([CH3:50])([CH3:49])[CH3:48], predict the reaction product. The product is: [Cl:1][C:2]1[CH:3]=[CH:4][C:5]([C@H:8]2[N:15]3[C:11]([S:12][C:13]([C:19]([N:21]4[C@H:28]([CH3:29])[CH2:27][CH2:26][C@H:22]4[C:23]([N:42]4[CH2:43][C@@H:39]([F:38])[C@H:40]([NH:44][C:45](=[O:51])[O:46][C:47]([CH3:49])([CH3:48])[CH3:50])[CH2:41]4)=[O:25])=[O:20])=[C:14]3[CH:16]([CH3:17])[CH3:18])=[N:10][C@:9]2([C:31]2[CH:32]=[CH:33][C:34]([Cl:37])=[CH:35][CH:36]=2)[CH3:30])=[CH:6][CH:7]=1. (5) Given the reactants [CH3:1][C:2]1([CH3:12])[CH:7]2[CH2:8][CH:3]1[CH2:4][CH:5]=[C:6]2[CH2:9][CH2:10][OH:11], predict the reaction product. The product is: [CH3:1][C:2]1([CH3:12])[C@H:7]2[CH2:8][C@@H:3]1[CH2:4][CH2:5][C@H:6]2[CH2:9][CH2:10][OH:11]. (6) Given the reactants Cl.[NH2:2][C:3]1([C:14]([OH:16])=[O:15])[CH2:12][CH2:11][C:10]2[C:5](=[C:6]([Br:13])[CH:7]=[CH:8][CH:9]=2)[CH2:4]1.[OH-].[Na+].[C:19](O[C:19]([O:21][C:22]([CH3:25])([CH3:24])[CH3:23])=[O:20])([O:21][C:22]([CH3:25])([CH3:24])[CH3:23])=[O:20], predict the reaction product. The product is: [Br:13][C:6]1[CH:7]=[CH:8][CH:9]=[C:10]2[C:5]=1[CH2:4][C:3]([NH:2][C:19]([O:21][C:22]([CH3:25])([CH3:24])[CH3:23])=[O:20])([C:14]([OH:16])=[O:15])[CH2:12][CH2:11]2. (7) Given the reactants N1C=CC=CC=1.[F:7][C:8]([F:20])([F:19])[C:9]([C:12]1[CH:17]=[CH:16][C:15]([OH:18])=[CH:14][CH:13]=1)([CH3:11])[CH3:10].[S:21](O[S:21]([C:24]([F:27])([F:26])[F:25])(=[O:23])=[O:22])([C:24]([F:27])([F:26])[F:25])(=[O:23])=[O:22], predict the reaction product. The product is: [F:25][C:24]([F:27])([F:26])[S:21]([O:18][C:15]1[CH:16]=[CH:17][C:12]([C:9]([CH3:11])([CH3:10])[C:8]([F:19])([F:20])[F:7])=[CH:13][CH:14]=1)(=[O:23])=[O:22]. (8) Given the reactants [CH3:1][C@H:2]1[CH2:7][C:6](=[O:8])[CH2:5][C@H:4]([CH3:9])[O:3]1.[Li+].C[Si]([N-][Si](C)(C)C)(C)C.C1C=CC(N([S:27]([C:30]([F:33])([F:32])[F:31])(=[O:29])=[O:28])[S:27]([C:30]([F:33])([F:32])[F:31])(=[O:29])=[O:28])=CC=1, predict the reaction product. The product is: [F:31][C:30]([F:33])([F:32])[S:27]([O:8][C:6]1[CH2:7][C@H:2]([CH3:1])[O:3][C@@H:4]([CH3:9])[CH:5]=1)(=[O:29])=[O:28].